From a dataset of Catalyst prediction with 721,799 reactions and 888 catalyst types from USPTO. Predict which catalyst facilitates the given reaction. Reactant: [CH3:1][O:2][C:3]1[CH:8]=[CH:7][C:6]([CH:9]([C:17]2[N:18]=[C:19]([CH3:22])[NH:20][CH:21]=2)[NH:10]S(C(C)(C)C)=O)=[CH:5][CH:4]=1.[ClH:23].CCOCC. Product: [Cl-:23].[CH3:1][O:2][C:3]1[CH:4]=[CH:5][C:6]([CH:9]([C:17]2[N:18]=[C:19]([CH3:22])[NH:20][CH:21]=2)[NH3+:10])=[CH:7][CH:8]=1. The catalyst class is: 5.